The task is: Predict the reaction yield, written as a fraction of the theoretical maximum amount of product (1.0 means a 100% yield; for example, 0.34 means a 34% yield).. This data is from Reaction yield outcomes from USPTO patents with 853,638 reactions. (1) The product is [OH:21][CH2:20][C:17]1[CH:18]=[CH:19][C:6]2=[C:7]([CH:16]=1)[O:8][CH2:9][C:10]1[CH:15]=[CH:14][CH:13]=[CH:12][C:11]=1/[C:5]/2=[C:3](/[CH3:4])\[C:1]#[N:2]. The reactants are [C:1](/[C:3](=[C:5]1/[C:6]2[CH:19]=[CH:18][C:17]([C:20](OC)=[O:21])=[CH:16][C:7]=2[O:8][CH2:9][C:10]2[CH:15]=[CH:14][CH:13]=[CH:12][C:11]/1=2)/[CH3:4])#[N:2].[BH4-].[Li+].Cl. The yield is 0.841. The catalyst is C1COCC1. (2) The reactants are [C:1]([O:5][C:6]([N:8]([CH2:20][C:21]1[CH:29]=[CH:28][C:24]([C:25]([OH:27])=[O:26])=[CH:23][CH:22]=1)[CH2:9][C:10]1[CH:15]=[CH:14][C:13]([C:16]([F:19])([F:18])[F:17])=[CH:12][CH:11]=1)=[O:7])([CH3:4])([CH3:3])[CH3:2].O[NH:31][C:32](=[NH:44])[CH2:33][CH2:34][CH2:35][CH2:36][CH2:37][CH2:38][CH2:39][CH2:40][CH2:41][CH2:42][CH3:43].C(Cl)CCl. The catalyst is CN(C1C=CN=CC=1)C.C(Cl)Cl. The product is [C:32]([NH:44][O:26][C:25]([C:24]1[CH:23]=[CH:22][C:21]([CH2:20][N:8]([CH2:9][C:10]2[CH:15]=[CH:14][C:13]([C:16]([F:19])([F:18])[F:17])=[CH:12][CH:11]=2)[C:6](=[O:7])[O:5][C:1]([CH3:4])([CH3:2])[CH3:3])=[CH:29][CH:28]=1)=[O:27])(=[NH:31])[CH2:33][CH2:34][CH2:35][CH2:36][CH2:37][CH2:38][CH2:39][CH2:40][CH2:41][CH2:42][CH3:43]. The yield is 0.240.